Dataset: Catalyst prediction with 721,799 reactions and 888 catalyst types from USPTO. Task: Predict which catalyst facilitates the given reaction. (1) Reactant: [Cl:1][C:2]1[C:7]([C:8]2[CH:13]=[CH:12][CH:11]=[C:10]([CH2:14][CH3:15])[CH:9]=2)=[C:6]([C@:16]([C@@H:26]2[CH2:31][CH2:30][CH2:29][N:28](C(OC(C)(C)C)=O)[CH2:27]2)([OH:25])[CH2:17][CH2:18][CH2:19][NH:20][C:21](=[O:24])[CH2:22][OH:23])[CH:5]=[CH:4][CH:3]=1.Cl. Product: [Cl:1][C:2]1[C:7]([C:8]2[CH:13]=[CH:12][CH:11]=[C:10]([CH2:14][CH3:15])[CH:9]=2)=[C:6]([C@@:16]([OH:25])([C@@H:26]2[CH2:31][CH2:30][CH2:29][NH:28][CH2:27]2)[CH2:17][CH2:18][CH2:19][NH:20][C:21](=[O:24])[CH2:22][OH:23])[CH:5]=[CH:4][CH:3]=1. The catalyst class is: 23. (2) Reactant: [NH2:1][CH:2]1[CH2:6][C:5]([F:8])([F:7])[CH2:4][CH:3]1[NH:9][S:10]([C:13]([CH3:16])([CH3:15])[CH3:14])(=[O:12])=[O:11].CCN(C(C)C)C(C)C.Cl[C:27]1[CH:32]=[N:31][C:30]([C:33]([F:36])([F:35])[F:34])=[CH:29][N:28]=1. Product: [F:8][C:5]1([F:7])[CH2:4][CH:3]([NH:9][S:10]([C:13]([CH3:16])([CH3:15])[CH3:14])(=[O:12])=[O:11])[CH:2]([NH:1][C:27]2[CH:32]=[N:31][C:30]([C:33]([F:36])([F:35])[F:34])=[CH:29][N:28]=2)[CH2:6]1. The catalyst class is: 16. (3) Reactant: O[CH:2]1[CH:7]2[CH2:8][CH:4]([CH2:5][N:6]2[CH2:9][CH2:10][CH2:11][C:12]([CH3:23])([S:14]([C:17]2[CH:22]=[CH:21][CH:20]=[CH:19][CH:18]=2)(=[O:16])=[O:15])[CH3:13])[CH2:3]1.[C-:24]#[N:25].[K+].C1OCCOCCOCCOCCOCCOC1.C(P(CCCC)CCCC)CCC.C(Cl)(Cl)(Cl)Cl. The catalyst class is: 10. Product: [C:24]([CH:2]1[CH:7]2[CH2:8][CH:4]([CH2:5][N:6]2[CH2:9][CH2:10][CH2:11][C:12]([CH3:23])([S:14]([C:17]2[CH:22]=[CH:21][CH:20]=[CH:19][CH:18]=2)(=[O:16])=[O:15])[CH3:13])[CH2:3]1)#[N:25]. (4) Reactant: [C:1]([C:3]1[CH:8]=[CH:7][C:6]([C:9]2[CH:10]=[C:11]3[C:15](=[CH:16][CH:17]=2)[C:14](=[O:18])[N:13]([CH:19]2[CH2:24][CH2:23][N:22](C(OC(C)(C)C)=O)[CH2:21][CH2:20]2)[CH2:12]3)=[CH:5][CH:4]=1)#[N:2].FC(F)(F)C(O)=O.[Cl:39]CCl. Product: [ClH:39].[O:18]=[C:14]1[C:15]2[C:11](=[CH:10][C:9]([C:6]3[CH:5]=[CH:4][C:3]([C:1]#[N:2])=[CH:8][CH:7]=3)=[CH:17][CH:16]=2)[CH2:12][N:13]1[CH:19]1[CH2:24][CH2:23][NH:22][CH2:21][CH2:20]1. The catalyst class is: 74.